From a dataset of Acute oral toxicity (LD50) regression data from Zhu et al.. Regression/Classification. Given a drug SMILES string, predict its toxicity properties. Task type varies by dataset: regression for continuous values (e.g., LD50, hERG inhibition percentage) or binary classification for toxic/non-toxic outcomes (e.g., AMES mutagenicity, cardiotoxicity, hepatotoxicity). Dataset: ld50_zhu. (1) The compound is N#CC1OC1C#N. The rat oral LD50 is 2.58, given as -log10 of the dose in mol/kg body weight (higher means more acutely toxic). (2) The drug is COP(=O)(SC)N(C)C(C)=O. The rat oral LD50 is 1.99, given as -log10 of the dose in mol/kg body weight (higher means more acutely toxic). (3) The drug is Cc1ccccc1O. The rat oral LD50 is 2.95, given as -log10 of the dose in mol/kg body weight (higher means more acutely toxic). (4) The rat oral LD50 is 2.59, given as -log10 of the dose in mol/kg body weight (higher means more acutely toxic). The drug is C=C(C)C(OC(C)=O)OC(C)=O. (5) The molecule is Cc1ccccc1CN(C)N=O. The rat oral LD50 is 3.26, given as -log10 of the dose in mol/kg body weight (higher means more acutely toxic).